From a dataset of Forward reaction prediction with 1.9M reactions from USPTO patents (1976-2016). Predict the product of the given reaction. Given the reactants [C:1]([O:4][CH2:5][C:6](=O)[CH2:7][O:8][C:9](=[O:11])[CH3:10])(=[O:3])[CH3:2].Cl.[NH2:14][OH:15], predict the reaction product. The product is: [C:1]([O:4][CH2:5][C:6](=[N:14][OH:15])[CH2:7][O:8][C:9](=[O:11])[CH3:10])(=[O:3])[CH3:2].